Task: Regression. Given two drug SMILES strings and cell line genomic features, predict the synergy score measuring deviation from expected non-interaction effect.. Dataset: NCI-60 drug combinations with 297,098 pairs across 59 cell lines (1) Drug 1: C1=CC(=CC=C1C#N)C(C2=CC=C(C=C2)C#N)N3C=NC=N3. Drug 2: CCC1(CC2CC(C3=C(CCN(C2)C1)C4=CC=CC=C4N3)(C5=C(C=C6C(=C5)C78CCN9C7C(C=CC9)(C(C(C8N6C)(C(=O)OC)O)OC(=O)C)CC)OC)C(=O)OC)O.OS(=O)(=O)O. Cell line: HOP-92. Synergy scores: CSS=-5.12, Synergy_ZIP=3.35, Synergy_Bliss=2.98, Synergy_Loewe=-1.49, Synergy_HSA=-1.88. (2) Drug 1: CC1C(C(CC(O1)OC2CC(CC3=C2C(=C4C(=C3O)C(=O)C5=C(C4=O)C(=CC=C5)OC)O)(C(=O)C)O)N)O.Cl. Drug 2: CN(CC1=CN=C2C(=N1)C(=NC(=N2)N)N)C3=CC=C(C=C3)C(=O)NC(CCC(=O)O)C(=O)O. Cell line: NCI/ADR-RES. Synergy scores: CSS=8.01, Synergy_ZIP=-1.74, Synergy_Bliss=3.57, Synergy_Loewe=-7.34, Synergy_HSA=-1.94. (3) Drug 1: CC(CN1CC(=O)NC(=O)C1)N2CC(=O)NC(=O)C2. Drug 2: C1C(C(OC1N2C=NC3=C(N=C(N=C32)Cl)N)CO)O. Cell line: PC-3. Synergy scores: CSS=19.5, Synergy_ZIP=-6.85, Synergy_Bliss=0.470, Synergy_Loewe=1.49, Synergy_HSA=1.63. (4) Drug 1: C1C(C(OC1N2C=NC3=C(N=C(N=C32)Cl)N)CO)O. Drug 2: CC1=C(C(=O)C2=C(C1=O)N3CC4C(C3(C2COC(=O)N)OC)N4)N. Cell line: DU-145. Synergy scores: CSS=60.8, Synergy_ZIP=-5.84, Synergy_Bliss=-4.37, Synergy_Loewe=-3.95, Synergy_HSA=1.21. (5) Drug 1: CS(=O)(=O)C1=CC(=C(C=C1)C(=O)NC2=CC(=C(C=C2)Cl)C3=CC=CC=N3)Cl. Drug 2: CCC1=C2CN3C(=CC4=C(C3=O)COC(=O)C4(CC)O)C2=NC5=C1C=C(C=C5)O. Cell line: PC-3. Synergy scores: CSS=21.2, Synergy_ZIP=4.25, Synergy_Bliss=5.84, Synergy_Loewe=-1.03, Synergy_HSA=5.20. (6) Drug 1: C1=NC2=C(N1)C(=S)N=C(N2)N. Drug 2: CCC(=C(C1=CC=CC=C1)C2=CC=C(C=C2)OCCN(C)C)C3=CC=CC=C3.C(C(=O)O)C(CC(=O)O)(C(=O)O)O. Cell line: RPMI-8226. Synergy scores: CSS=21.8, Synergy_ZIP=0.753, Synergy_Bliss=1.52, Synergy_Loewe=-14.6, Synergy_HSA=-2.15. (7) Drug 1: CC1OCC2C(O1)C(C(C(O2)OC3C4COC(=O)C4C(C5=CC6=C(C=C35)OCO6)C7=CC(=C(C(=C7)OC)O)OC)O)O. Drug 2: CS(=O)(=O)OCCCCOS(=O)(=O)C. Cell line: U251. Synergy scores: CSS=51.7, Synergy_ZIP=-4.90, Synergy_Bliss=-3.46, Synergy_Loewe=-14.5, Synergy_HSA=-0.103.